This data is from Forward reaction prediction with 1.9M reactions from USPTO patents (1976-2016). The task is: Predict the product of the given reaction. (1) Given the reactants Cl.[CH3:2][O:3][C:4]1[CH:13]=[CH:12][C:11]2[CH2:10][NH:9][CH2:8][CH2:7][C:6]=2[C:5]=1[CH:14]=[O:15].Cl.[C:17](Cl)(=[O:24])[C:18]1[CH:23]=[CH:22][CH:21]=[N:20][CH:19]=1.ClCCCl, predict the reaction product. The product is: [CH3:2][O:3][C:4]1[CH:13]=[CH:12][C:11]2[CH2:10][N:9]([C:17]([C:18]3[CH:19]=[N:20][CH:21]=[CH:22][CH:23]=3)=[O:24])[CH2:8][CH2:7][C:6]=2[C:5]=1[CH:14]=[O:15]. (2) Given the reactants [H-].[Na+].[Cl:3][C:4]1[C:5]([OH:14])=[C:6]([O:12][CH3:13])[CH:7]=[C:8]([CH:11]=1)[CH:9]=[O:10].Br[CH2:16][CH2:17][OH:18], predict the reaction product. The product is: [Cl:3][C:4]1[CH:11]=[C:8]([CH:7]=[C:6]([O:12][CH3:13])[C:5]=1[O:14][CH2:16][CH2:17][OH:18])[CH:9]=[O:10]. (3) Given the reactants [NH2:1][CH:2]1[CH2:7][CH2:6][N:5]([C:8]([O:10][C:11]([CH3:14])([CH3:13])[CH3:12])=[O:9])[CH2:4][CH2:3]1.C(N(CC)CC)C.Cl.[CH3:23][O:24][C:25](=[O:30])[CH:26]([CH2:28][OH:29])[NH2:27].[O:31]1CCC[CH2:32]1, predict the reaction product. The product is: [C:11]([O:10][C:8]([N:5]1[CH2:4][CH2:3][CH:2]([NH:1][C:32]([NH:27][C@H:26]([C:25]([O:24][CH3:23])=[O:30])[CH2:28][OH:29])=[O:31])[CH2:7][CH2:6]1)=[O:9])([CH3:14])([CH3:13])[CH3:12].